From a dataset of Forward reaction prediction with 1.9M reactions from USPTO patents (1976-2016). Predict the product of the given reaction. (1) Given the reactants CS[C:3]1[N:12]=[C:11]([OH:13])[C:10]2[CH2:9][CH2:8][CH2:7][CH2:6][C:5]=2[N:4]=1.C(O)(=[O:16])C, predict the reaction product. The product is: [N:4]1[C:5]2[CH2:6][CH2:7][CH2:8][CH2:9][C:10]=2[C:11]([OH:13])=[N:12][C:3]=1[OH:16]. (2) Given the reactants C(N(CC)CC)C.[NH2:8][CH2:9][CH2:10][O:11][C:12]1[CH:17]=[CH:16][C:15]([CH2:18][CH2:19][CH2:20][CH2:21][NH:22][C:23]([NH:25][C:26]([C:28]2[C:33]([NH2:34])=[N:32][C:31]([NH2:35])=[C:30]([Cl:36])[N:29]=2)=[O:27])=[NH:24])=[CH:14][CH:13]=1.[C:37]([NH:44][C:45]([NH:54][C:55]([O:57][C:58]([CH3:61])([CH3:60])[CH3:59])=[O:56])=NS(C(F)(F)F)(=O)=O)([O:39][C:40]([CH3:43])([CH3:42])[CH3:41])=[O:38], predict the reaction product. The product is: [C:58]([O:57][C:55]([N:54]=[C:45]([NH:44][C:37]([O:39][C:40]([CH3:43])([CH3:42])[CH3:41])=[O:38])[NH:8][CH2:9][CH2:10][O:11][C:12]1[CH:13]=[CH:14][C:15]([CH2:18][CH2:19][CH2:20][CH2:21][NH:22][C:23]([NH:25][C:26]([C:28]2[C:33]([NH2:34])=[N:32][C:31]([NH2:35])=[C:30]([Cl:36])[N:29]=2)=[O:27])=[NH:24])=[CH:16][CH:17]=1)=[O:56])([CH3:61])([CH3:60])[CH3:59]. (3) Given the reactants C1[O:15][C:4]2([C:8]3([CH2:13][CH2:12][C:11](=[O:14])[CH2:10][CH2:9]3)[CH2:7][CH2:6][O:5]2)OC1.[H-].[Al+3].[Li+].[H-].[H-].[H-].O.[OH-].[Na+].[O:25]1CC[CH2:27][CH2:26]1, predict the reaction product. The product is: [OH:15][CH2:4][C:8]1([CH2:7][CH2:6][OH:5])[CH2:9][CH2:10][C:11]2([O:14][CH2:27][CH2:26][O:25]2)[CH2:12][CH2:13]1.